Dataset: Forward reaction prediction with 1.9M reactions from USPTO patents (1976-2016). Task: Predict the product of the given reaction. Given the reactants [C-:1]#[N:2].[K+].Br[CH2:5][C:6]([C:8]1[CH:13]=[CH:12][CH:11]=[CH:10][C:9]=1[C:14]([F:17])([F:16])[F:15])=[O:7].ClCCl.C(O)(=O)C, predict the reaction product. The product is: [O:7]=[C:6]([C:8]1[CH:13]=[CH:12][CH:11]=[CH:10][C:9]=1[C:14]([F:17])([F:16])[F:15])[CH2:5][C:1]#[N:2].